From a dataset of NCI-60 drug combinations with 297,098 pairs across 59 cell lines. Regression. Given two drug SMILES strings and cell line genomic features, predict the synergy score measuring deviation from expected non-interaction effect. Drug 1: CC12CCC(CC1=CCC3C2CCC4(C3CC=C4C5=CN=CC=C5)C)O. Drug 2: CC1C(C(CC(O1)OC2CC(OC(C2O)C)OC3=CC4=CC5=C(C(=O)C(C(C5)C(C(=O)C(C(C)O)O)OC)OC6CC(C(C(O6)C)O)OC7CC(C(C(O7)C)O)OC8CC(C(C(O8)C)O)(C)O)C(=C4C(=C3C)O)O)O)O. Cell line: MDA-MB-231. Synergy scores: CSS=3.79, Synergy_ZIP=-1.91, Synergy_Bliss=-0.999, Synergy_Loewe=0.286, Synergy_HSA=-0.382.